Predict the product of the given reaction. From a dataset of Forward reaction prediction with 1.9M reactions from USPTO patents (1976-2016). Given the reactants [CH3:1][C:2]([C:6]1[N:10]([CH2:11][CH:12]2[CH2:17][CH2:16][O:15][CH2:14][CH2:13]2)[C:9]2[CH:18]=[CH:19][C:20]([S:22]([N:25]3[CH:29]=[CH:28][C:27]([C:30]([OH:32])=O)=[CH:26]3)(=[O:24])=[O:23])=[CH:21][C:8]=2[N:7]=1)([CH3:5])CC.CN(C(O[N:41]1N=N[C:43]2C=CC=N[C:42]1=2)=[N+](C)C)C.F[P-](F)(F)(F)(F)F.Cl.[CH2:58](N)C, predict the reaction product. The product is: [C:2]([C:6]1[N:10]([CH2:11][CH:12]2[CH2:13][CH2:14][O:15][CH2:16][CH2:17]2)[C:9]2[CH:18]=[CH:19][C:20]([S:22]([N:25]3[CH:29]=[CH:28][C:27]([C:30]([NH:41][CH2:42][CH3:43])=[O:32])=[CH:26]3)(=[O:23])=[O:24])=[CH:21][C:8]=2[N:7]=1)([CH3:1])([CH3:58])[CH3:5].